Dataset: hERG potassium channel inhibition data for cardiac toxicity prediction from Karim et al.. Task: Regression/Classification. Given a drug SMILES string, predict its toxicity properties. Task type varies by dataset: regression for continuous values (e.g., LD50, hERG inhibition percentage) or binary classification for toxic/non-toxic outcomes (e.g., AMES mutagenicity, cardiotoxicity, hepatotoxicity). Dataset: herg_karim. (1) The compound is O=C(/C=C/[C@@H]1CCCN1)N1CCN(c2cnc3cc(C(F)(F)F)cc(NCc4cccc([N+](=O)[O-])c4)c3c2)CC1. The result is 0 (non-blocker). (2) The molecule is COc1cccc(CN2CCCCCCC2)c1OCc1csc(-c2ccccc2)n1. The result is 1 (blocker). (3) The drug is OCc1ccccc1O[C@@H]1O[C@H](CO)[C@@H](O)[C@H](O)[C@H]1O. The result is 0 (non-blocker). (4) The molecule is CCc1cc(C(=O)N[C@@H]2CC(C)(C)Oc3nc(-c4ccc(Cl)cc4Cl)c(-c4ccc(Cl)cc4)cc32)[nH]n1. The result is 1 (blocker). (5) The compound is COc1ccc2c3c1O[C@H]1C[C@@H](O)C=C[C@@]31CCN(C)C2. The result is 0 (non-blocker). (6) The molecule is Cc1c([C@@H](O)CN2CCC3(CC2)CC(=O)N(c2cnc(S(C)(=O)=O)cn2)C3)ccc2c1COC2=O. The result is 0 (non-blocker).